This data is from CYP2C19 inhibition data for predicting drug metabolism from PubChem BioAssay. The task is: Regression/Classification. Given a drug SMILES string, predict its absorption, distribution, metabolism, or excretion properties. Task type varies by dataset: regression for continuous measurements (e.g., permeability, clearance, half-life) or binary classification for categorical outcomes (e.g., BBB penetration, CYP inhibition). Dataset: cyp2c19_veith. (1) The molecule is CC(=O)NC(Cc1ccc(F)cc1)C(=O)O. The result is 0 (non-inhibitor). (2) The molecule is Fc1ccc(Nc2ccnc(-c3ccccc3C(F)(F)F)n2)cc1. The result is 1 (inhibitor). (3) The compound is O=S(=O)(c1ccccc1)N1CCC[C@@]2(CCN(c3cccc(-c4ccccc4)c3)C2)C1. The result is 0 (non-inhibitor). (4) The compound is Cc1ccc(CNC(=O)C2CC(c3ccccc3[N+](=O)[O-])=NO2)o1. The result is 1 (inhibitor).